From a dataset of Forward reaction prediction with 1.9M reactions from USPTO patents (1976-2016). Predict the product of the given reaction. (1) The product is: [N:28]1([C:34]2[CH:35]=[C:36]([NH:40][C:4]3[N:9]=[CH:8][C:7]4=[CH:10][CH:11]=[C:12]([C:13]5[CH:14]=[N:15][CH:16]=[CH:17][CH:18]=5)[N:6]4[N:5]=3)[CH:37]=[CH:38][CH:39]=2)[CH2:29][CH2:30][O:31][CH2:32][CH2:33]1. Given the reactants CS([C:4]1[N:9]=[CH:8][C:7]2=[CH:10][CH:11]=[C:12]([C:13]3[CH:14]=[N:15][CH:16]=[CH:17][CH:18]=3)[N:6]2[N:5]=1)=O.C(N(CC)C(C)C)(C)C.[N:28]1([C:34]2[CH:35]=[C:36]([NH2:40])[CH:37]=[CH:38][CH:39]=2)[CH2:33][CH2:32][O:31][CH2:30][CH2:29]1.COCC(O)C, predict the reaction product. (2) Given the reactants CN(C(ON1N=NC2C=CC=NC1=2)=[N+](C)C)C.F[P-](F)(F)(F)(F)F.[CH3:25][O:26][C@:27]1([C:36]2[CH:41]=[CH:40][C:39]([C:42]3[CH:47]=[CH:46][CH:45]=[CH:44][C:43]=3[CH:48]=[CH2:49])=[CH:38][CH:37]=2)[CH2:31][NH:30][C@H:29]([C:32]([O:34][CH3:35])=[O:33])[CH2:28]1.[CH3:50][C:51]([CH3:66])([CH3:65])[C@H:52]([NH:56][C:57]([O:59][CH2:60][CH2:61][CH2:62][CH:63]=[CH2:64])=[O:58])[C:53](O)=[O:54].CCN(C(C)C)C(C)C, predict the reaction product. The product is: [CH3:50][C:51]([CH3:66])([CH3:65])[C@H:52]([NH:56][C:57]([O:59][CH2:60][CH2:61][CH2:62][CH:63]=[CH2:64])=[O:58])[C:53]([N:30]1[CH2:31][C@:27]([O:26][CH3:25])([C:36]2[CH:41]=[CH:40][C:39]([C:42]3[CH:47]=[CH:46][CH:45]=[CH:44][C:43]=3[CH:48]=[CH2:49])=[CH:38][CH:37]=2)[CH2:28][C@H:29]1[C:32]([O:34][CH3:35])=[O:33])=[O:54]. (3) Given the reactants ClN1C(=O)CCC1=O.[OH:9][N:10]=[CH:11][C:12]1[C:21]2[C:16](=[CH:17][CH:18]=[CH:19][CH:20]=2)[C:15]([CH2:22][NH:23][C:24](=[O:26])[CH3:25])=[CH:14][CH:13]=1.[Cl:27][C:28]1[CH:33]=[C:32]([C:34]([C:36]([F:39])([F:38])[F:37])=[CH2:35])[CH:31]=[C:30]([C:40]([F:43])([F:42])[F:41])[C:29]=1[Cl:44].C(=O)(O)[O-].[K+], predict the reaction product. The product is: [Cl:27][C:28]1[CH:33]=[C:32]([C:34]2([C:36]([F:39])([F:37])[F:38])[O:9][N:10]=[C:11]([C:12]3[C:21]4[C:16](=[CH:17][CH:18]=[CH:19][CH:20]=4)[C:15]([CH2:22][NH:23][C:24](=[O:26])[CH3:25])=[CH:14][CH:13]=3)[CH2:35]2)[CH:31]=[C:30]([C:40]([F:41])([F:42])[F:43])[C:29]=1[Cl:44]. (4) Given the reactants Br[C:2]1[CH:7]=[CH:6][CH:5]=[C:4]([S:8]([CH:11]([CH3:13])[CH3:12])(=[O:10])=[O:9])[CH:3]=1.[F:14][C:15]([F:37])([F:36])[C:16]1[N:20]([C:21]2[CH:26]=[CH:25][C:24]([OH:27])=[CH:23][CH:22]=2)[C:19]2[CH:28]=[CH:29][CH:30]=[C:31]([C:32]([F:35])([F:34])[F:33])[C:18]=2[N:17]=1, predict the reaction product. The product is: [CH:11]([S:8]([C:4]1[CH:3]=[C:2]([CH:7]=[CH:6][CH:5]=1)[O:27][C:24]1[CH:23]=[CH:22][C:21]([N:20]2[C:19]3[CH:28]=[CH:29][CH:30]=[C:31]([C:32]([F:33])([F:34])[F:35])[C:18]=3[N:17]=[C:16]2[C:15]([F:37])([F:36])[F:14])=[CH:26][CH:25]=1)(=[O:10])=[O:9])([CH3:13])[CH3:12]. (5) Given the reactants C1(=O)O[C@H](C(O)=O)[C@@H](O)[C@@H]1O.O=C(O)[C@H]1OC(=O)[C@@H](O)[C@H]1O.[O:23]=[C:24]([OH:34])[C@@H:25]([C@H:27]([C@H:29]([C:31]([OH:33])=[O:32])[OH:30])[OH:28])[OH:26], predict the reaction product. The product is: [O:23]=[C:24]([OH:34])[C@H:25]([C@H:27]([C@@H:29]([C:31]([OH:33])=[O:32])[OH:30])[OH:28])[OH:26]. (6) Given the reactants [CH2:1]([O:3][C:4]([CH:6]([CH2:10][CH3:11])[C:7]([O-])=[O:8])=[O:5])[CH3:2].[K+].C(Cl)(=O)C([Cl:16])=O, predict the reaction product. The product is: [Cl:16][C:7]([CH:6]([CH2:10][CH3:11])[C:4]([O:3][CH2:1][CH3:2])=[O:5])=[O:8]. (7) Given the reactants C([O:4][C@@H:5]1[C@@H:10]([CH3:11])[CH2:9][N:8]([C:12]2[C:17]([NH2:18])=[CH:16][N:15]=[C:14]3[CH:19]([O:22]C(=O)C)[CH2:20][CH2:21][C:13]=23)[CH2:7][C@H:6]1[NH:26][C:27]([O:29][C:30]([CH3:33])([CH3:32])[CH3:31])=[O:28])(=O)C.[C:34]([O:38][C:39]([NH:41][C:42]1[C:43]([C:57](O)=[O:58])=[N:44][C:45]([C:49]2[C:54]([F:55])=[CH:53][CH:52]=[CH:51][C:50]=2[F:56])=[C:46]([F:48])[CH:47]=1)=[O:40])([CH3:37])([CH3:36])[CH3:35].CN(C(ON1N=NC2C=CC=NC1=2)=[N+](C)C)C.F[P-](F)(F)(F)(F)F.CCN(C(C)C)C(C)C, predict the reaction product. The product is: [C:34]([O:38][C:39]([NH:41][C:42]1[C:43]([C:57]([NH:18][C:17]2[C:12]([N:8]3[CH2:9][C@H:10]([CH3:11])[C@@H:5]([OH:4])[C@H:6]([NH:26][C:27](=[O:28])[O:29][C:30]([CH3:33])([CH3:32])[CH3:31])[CH2:7]3)=[C:13]3[CH2:21][CH2:20][CH:19]([OH:22])[C:14]3=[N:15][CH:16]=2)=[O:58])=[N:44][C:45]([C:49]2[C:54]([F:55])=[CH:53][CH:52]=[CH:51][C:50]=2[F:56])=[C:46]([F:48])[CH:47]=1)=[O:40])([CH3:37])([CH3:35])[CH3:36]. (8) Given the reactants Br[C:2]1[CH:24]=[C:23]([F:25])[CH:22]=[CH:21][C:3]=1[O:4][CH2:5][C:6]([N:8]([CH:18]([CH3:20])[CH3:19])[NH:9][C:10](=[O:17])[C:11]1[CH:16]=[CH:15][CH:14]=[CH:13][CH:12]=1)=[O:7].C([O-])([O-])=O.[Na+].[Na+].[Cl:32][C:33]1[CH:34]=[C:35](B(O)O)[CH:36]=[CH:37][CH:38]=1, predict the reaction product. The product is: [Cl:32][C:33]1[CH:34]=[CH:35][CH:36]=[CH:37][C:38]=1[C:2]1[CH:24]=[C:23]([F:25])[CH:22]=[CH:21][C:3]=1[O:4][CH2:5][C:6]([N:8]([CH:18]([CH3:20])[CH3:19])[NH:9][C:10](=[O:17])[C:11]1[CH:16]=[CH:15][CH:14]=[CH:13][CH:12]=1)=[O:7]. (9) Given the reactants [NH2:1][C:2]1[N:7]=[C:6]([N:8]([CH3:15])[C:9]2[CH:14]=[CH:13][CH:12]=[CH:11][CH:10]=2)[N:5]=[C:4]([C:16]([NH:18][OH:19])=[NH:17])[N:3]=1.[O:20]1[CH:24]=[CH:23][CH:22]=[C:21]1[C:25](Cl)=O, predict the reaction product. The product is: [O:20]1[CH:24]=[CH:23][CH:22]=[C:21]1[C:25]1[O:19][N:18]=[C:16]([C:4]2[N:5]=[C:6]([N:8]([CH3:15])[C:9]3[CH:14]=[CH:13][CH:12]=[CH:11][CH:10]=3)[N:7]=[C:2]([NH2:1])[N:3]=2)[N:17]=1.